From a dataset of Full USPTO retrosynthesis dataset with 1.9M reactions from patents (1976-2016). Predict the reactants needed to synthesize the given product. Given the product [CH2:1]([S:3]([N:6]1[CH2:11][CH2:10][CH:9]([C:12]2[C:20]3[C:15](=[C:16]([C:30]([NH2:32])=[O:31])[CH:17]=[C:18]([C:34]4[CH:35]=[CH:36][C:37]5[CH2:38][CH2:39][CH2:40][C:41](=[O:44])[C:42]=5[CH:43]=4)[CH:19]=3)[NH:14][CH:13]=2)[CH2:8][CH2:7]1)(=[O:5])=[O:4])[CH3:2], predict the reactants needed to synthesize it. The reactants are: [CH2:1]([S:3]([N:6]1[CH2:11][CH2:10][CH:9]([C:12]2[C:20]3[C:15](=[C:16]([C:30]([NH2:32])=[O:31])[CH:17]=[C:18](B4OC(C)(C)C(C)(C)O4)[CH:19]=3)[NH:14][CH:13]=2)[CH2:8][CH2:7]1)(=[O:5])=[O:4])[CH3:2].Br[C:34]1[CH:43]=[C:42]2[C:37]([CH2:38][CH2:39][CH2:40][C:41]2=[O:44])=[CH:36][CH:35]=1.C(=O)([O-])[O-].[K+].[K+].